From a dataset of Human Reference Interactome with 51,813 positive PPI pairs across 8,248 proteins, plus equal number of experimentally-validated negative pairs. Binary Classification. Given two protein amino acid sequences, predict whether they physically interact or not. (1) Protein 1 (ENSG00000144031) has sequence MASAGSTARRAGSGSWHSERGEGRGARPQPTPSGSMQQANKVSLKATWTDAESKQPSQPLPDLADHLSAQATALARPRRPASLTPPRADPSPSKESDQTAIDQTAIGSYYQLFAAAVGNVEWLRFCLNQSLREIPTDDKGFTAIHFAAQWGKLACLQVLVEEYKFPVDLLTNNSQTPLHLVIHRDNTTVALPCIYYLLEKGADLNAQTCNGSTPLHLAARDGLLDCVKVLVQSGANVHAQDAMGYKPIDFCKIWNHRACARFLKDAMWKKDKKDFAREMTKMKMFKSQLTLMEHNYLIEY.... Protein 2 (ENSG00000128268) has sequence MKMRRYKLFLMFCMAGLCLISFLHFFKTLSYVTFPRELASLSPNLVSSFFWNNAPVTPQASPEPGGPDLLRTPLYSHSPLLQPLPPSKAAEELHRVDLVLPEDTTEYFVRTKAGGVCFKPGTKMLERPPPGRPEEKPEGANGSSARRPPRYLLSARERTGGRGARRKWVECVCLPGWHGPSCGVPTVVQYSNLPTKERLVPREVPRRVINAINVNHEFDLLDVRFHELGDVVDAFVVCESNFTAYGEPRPLKFREMLTNGTFEYIRHKVLYVFLDHFPPGGRQDGWIADDYLRTFLTQDG.... Result: 0 (the proteins do not interact). (2) Protein 1 (ENSG00000151229) has sequence MSRKASENVEYTLRSLSSLMGERRRKQPEPDAASAAGECSLLAAAESSTSLQSAGAGGGGVGDLERAARRQFQQDETPAFVYVVAVFSALGGFLFGYDTGVVSGAMLLLKRQLSLDALWQELLVSSTVGAAAVSALAGGALNGVFGRRAAILLASALFTAGSAVLAAANNKETLLAGRLVVGLGIGIASMTVPVYIAEVSPPNLRGRLVTINTLFITGGQFFASVVDGAFSYLQKDGWRYMLGLAAVPAVIQFFGFLFLPESPRWLIQKGQTQKARRILSQMRGNQTIDEEYDSIKNNIE.... Protein 2 (ENSG00000124635) has sequence MPEPAKSAPAPKKGSKKAVTKAQKKDGKKRKRSRKESYSIYVYKVLKQVHPDTGISSKAMGIMNSFVNDIFERIAGEASRLAHYNKRSTITSREIQTAVRLLLPGELAKHAVSEGTKAVTKYTSAK*XDIFERIAGGVAETSQQAHLH*. Result: 0 (the proteins do not interact).